From a dataset of NCI-60 drug combinations with 297,098 pairs across 59 cell lines. Regression. Given two drug SMILES strings and cell line genomic features, predict the synergy score measuring deviation from expected non-interaction effect. (1) Drug 1: CC1C(C(CC(O1)OC2CC(CC3=C2C(=C4C(=C3O)C(=O)C5=C(C4=O)C(=CC=C5)OC)O)(C(=O)C)O)N)O.Cl. Drug 2: C(CCl)NC(=O)N(CCCl)N=O. Cell line: MALME-3M. Synergy scores: CSS=16.7, Synergy_ZIP=-5.40, Synergy_Bliss=6.23, Synergy_Loewe=-10.9, Synergy_HSA=3.23. (2) Drug 1: C1=NC2=C(N=C(N=C2N1C3C(C(C(O3)CO)O)O)F)N. Drug 2: CCCCC(=O)OCC(=O)C1(CC(C2=C(C1)C(=C3C(=C2O)C(=O)C4=C(C3=O)C=CC=C4OC)O)OC5CC(C(C(O5)C)O)NC(=O)C(F)(F)F)O. Cell line: SK-MEL-28. Synergy scores: CSS=52.8, Synergy_ZIP=-2.09, Synergy_Bliss=-0.429, Synergy_Loewe=-18.1, Synergy_HSA=-0.398. (3) Drug 1: C1=C(C(=O)NC(=O)N1)N(CCCl)CCCl. Drug 2: CC1CCC2CC(C(=CC=CC=CC(CC(C(=O)C(C(C(=CC(C(=O)CC(OC(=O)C3CCCCN3C(=O)C(=O)C1(O2)O)C(C)CC4CCC(C(C4)OC)O)C)C)O)OC)C)C)C)OC. Cell line: NCIH23. Synergy scores: CSS=46.5, Synergy_ZIP=-2.61, Synergy_Bliss=-1.29, Synergy_Loewe=-0.162, Synergy_HSA=1.94.